This data is from Full USPTO retrosynthesis dataset with 1.9M reactions from patents (1976-2016). The task is: Predict the reactants needed to synthesize the given product. (1) Given the product [CH:27]1([CH:33]2[CH2:34][CH2:35][N:36]([C:24]([C:11]3[CH:12]=[N:13][C:14]4[N:15]([N:16]=[CH:17][C:18]=4[C:19]([O:21][CH2:22][CH3:23])=[O:20])[C:10]=3[NH:9][C:3]3[CH:4]=[C:5]([CH3:8])[CH:6]=[CH:7][C:2]=3[CH3:1])=[O:25])[CH2:37][CH2:38]2)[CH2:28][CH2:29][CH2:30][CH2:31][CH2:32]1, predict the reactants needed to synthesize it. The reactants are: [CH3:1][C:2]1[CH:7]=[CH:6][C:5]([CH3:8])=[CH:4][C:3]=1[NH:9][C:10]1[N:15]2[N:16]=[CH:17][C:18]([C:19]([O:21][CH2:22][CH3:23])=[O:20])=[C:14]2[N:13]=[CH:12][C:11]=1[C:24](O)=[O:25].[CH:27]1([CH:33]2[CH2:38][CH2:37][NH:36][CH2:35][CH2:34]2)[CH2:32][CH2:31][CH2:30][CH2:29][CH2:28]1. (2) Given the product [Br:12][C:13]1[CH:18]=[CH:17][CH:16]=[CH:15][C:14]=1[O:19][C:2]1[CH:11]=[CH:10][C:5]([C:6]([O:8][CH3:9])=[O:7])=[CH:4][CH:3]=1, predict the reactants needed to synthesize it. The reactants are: F[C:2]1[CH:11]=[CH:10][C:5]([C:6]([O:8][CH3:9])=[O:7])=[CH:4][CH:3]=1.[Br:12][C:13]1[CH:18]=[CH:17][CH:16]=[CH:15][C:14]=1[OH:19].C([O-])([O-])=O.[Cs+].[Cs+].CS(C)=O. (3) Given the product [CH3:22][O:21]/[C:10](=[CH:11]\[C:12]1[CH:13]=[C:14]2[C:18](=[CH:19][CH:20]=1)[N:17]([CH2:37][CH2:36][C:26]1[N:27]=[C:28]([C:30]3[CH:35]=[CH:34][CH:33]=[CH:32][CH:31]=3)[O:29][C:25]=1[CH3:24])[CH:16]=[CH:15]2)/[C:9]([OH:8])=[O:23], predict the reactants needed to synthesize it. The reactants are: C([O:8][C:9](=[O:23])/[C:10](/[O:21][CH3:22])=[CH:11]/[C:12]1[CH:13]=[C:14]2[C:18](=[CH:19][CH:20]=1)[NH:17][CH:16]=[CH:15]2)C1C=CC=CC=1.[CH3:24][C:25]1[O:29][C:28]([C:30]2[CH:35]=[CH:34][CH:33]=[CH:32][CH:31]=2)=[N:27][C:26]=1[CH2:36][CH2:37]OS(C)(=O)=O. (4) Given the product [CH3:30][N:31]([CH3:35])[CH2:32][CH2:33][O:16][C:13]1[CH:14]=[CH:15][C:10]([CH2:9][C:5]2[C:4]([NH:17][CH2:18][CH2:19][CH2:20][CH2:21][CH3:22])=[N:3][C:2]([NH2:1])=[N:7][C:6]=2[CH3:8])=[CH:11][CH:12]=1, predict the reactants needed to synthesize it. The reactants are: [NH2:1][C:2]1[N:7]=[C:6]([CH3:8])[C:5]([CH2:9][C:10]2[CH:15]=[CH:14][C:13]([OH:16])=[CH:12][CH:11]=2)=[C:4]([NH:17][CH2:18][CH2:19][CH2:20][CH2:21][CH3:22])[N:3]=1.C([O-])([O-])=O.[Cs+].[Cs+].Cl.[CH3:30][N:31]([CH3:35])[CH2:32][CH2:33]Cl.[Na+].[I-]. (5) Given the product [CH2:8]([O:10][C:11]([C:13]1[C:17]([NH:18][C:1](=[O:3])[CH3:2])=[CH:16][N:15]([CH2:19][C:20]2[CH:21]=[CH:22][C:23]([O:26][CH3:27])=[CH:24][CH:25]=2)[N:14]=1)=[O:12])[CH3:9], predict the reactants needed to synthesize it. The reactants are: [C:1](OC(=O)C)(=[O:3])[CH3:2].[CH2:8]([O:10][C:11]([C:13]1[C:17]([NH2:18])=[CH:16][N:15]([CH2:19][C:20]2[CH:25]=[CH:24][C:23]([O:26][CH3:27])=[CH:22][CH:21]=2)[N:14]=1)=[O:12])[CH3:9]. (6) The reactants are: Cl[C:2]1[N:7]=[C:6]([NH:8][C:9]2[CH:13]=[C:12]([CH:14]3[CH2:16][CH2:15]3)[NH:11][N:10]=2)[CH:5]=[CH:4][N:3]=1.[CH3:17][N:18]1[C:26]2[C:21](=[CH:22][C:23]([CH2:27][NH2:28])=[CH:24][CH:25]=2)[CH:20]=[CH:19]1.CCN(C(C)C)C(C)C. Given the product [CH:14]1([C:12]2[NH:11][N:10]=[C:9]([NH:8][C:6]3[CH:5]=[CH:4][N:3]=[C:2]([NH:28][CH2:27][C:23]4[CH:22]=[C:21]5[C:26](=[CH:25][CH:24]=4)[N:18]([CH3:17])[CH:19]=[CH:20]5)[N:7]=3)[CH:13]=2)[CH2:16][CH2:15]1, predict the reactants needed to synthesize it. (7) The reactants are: C(OC([NH:8][C@@H:9]([C@H:18]([C:20]1[CH:25]=[CH:24][C:23]([C:26]2[CH:27]=[N:28][C:29]([O:32]C)=[CH:30][CH:31]=2)=[CH:22][CH:21]=1)[CH3:19])[C:10]([N:12]1[CH2:16][CH2:15][C@H:14]([F:17])[CH2:13]1)=[O:11])=O)(C)(C)C.[ClH:34]. Given the product [ClH:34].[NH2:8][C@@H:9]([C@H:18]([C:20]1[CH:25]=[CH:24][C:23]([C:26]2[CH:31]=[CH:30][C:29](=[O:32])[NH:28][CH:27]=2)=[CH:22][CH:21]=1)[CH3:19])[C:10]([N:12]1[CH2:16][CH2:15][C@H:14]([F:17])[CH2:13]1)=[O:11], predict the reactants needed to synthesize it. (8) Given the product [C:45]1([N:43]2[C:44]3[C:36]([CH:35]=[CH:34][C:33]([N:30]4[CH2:31][CH2:32][CH2:28][CH2:29]4)=[O:55])=[CH:37][C:38]([C:51]([F:54])([F:52])[F:53])=[CH:39][C:40]=3[N:41]=[CH:42]2)[CH:50]=[CH:49][CH:48]=[CH:47][CH:46]=1, predict the reactants needed to synthesize it. The reactants are: COC(=O)C=CC1C2N(C3C=CC=CC=3)C=NC=2C=C(C(F)(F)F)C=1.CN1[CH2:32][CH2:31][N:30]([C:33](=[O:55])[CH:34]=[CH:35][C:36]2[C:44]3[N:43]([C:45]4[CH:50]=[CH:49][CH:48]=[CH:47][CH:46]=4)[CH:42]=[N:41][C:40]=3[CH:39]=[C:38]([C:51]([F:54])([F:53])[F:52])[CH:37]=2)[CH2:29][CH2:28]1.